Task: Predict the reactants needed to synthesize the given product.. Dataset: Full USPTO retrosynthesis dataset with 1.9M reactions from patents (1976-2016) (1) Given the product [C:9]1([N:6]2[C:5]3[CH:15]=[CH:16][C:2]([B:20]4[O:21][C:22]([CH3:24])([CH3:23])[C:18]([CH3:39])([CH3:17])[O:19]4)=[CH:3][C:4]=3[N:8]=[CH:7]2)[CH:14]=[CH:13][CH:12]=[CH:11][CH:10]=1, predict the reactants needed to synthesize it. The reactants are: Br[C:2]1[CH:16]=[CH:15][C:5]2[N:6]([C:9]3[CH:14]=[CH:13][CH:12]=[CH:11][CH:10]=3)[CH:7]=[N:8][C:4]=2[CH:3]=1.[CH3:17][C:18]1([CH3:39])[C:22]([CH3:24])([CH3:23])[O:21][B:20](C2C=CC(OC3C=CC=CC=3)=CC=2C)[O:19]1. (2) Given the product [N:16]1[NH:17][N:18]=[C:10]([CH2:9][NH:8][C:1](=[O:2])[O:3][C:4]([CH3:5])([CH3:6])[CH3:7])[CH:11]=1, predict the reactants needed to synthesize it. The reactants are: [C:1]([NH:8][CH2:9][C:10]#[CH:11])([O:3][C:4]([CH3:7])([CH3:6])[CH3:5])=[O:2].C[Si]([N:16]=[N+:17]=[N-:18])(C)C. (3) Given the product [CH2:29]([O:33][NH:34][C:9](=[O:11])[C:8]1[CH:12]=[CH:13][C:14]([CH3:15])=[C:6]([C:4](=[O:5])[C:3]2[CH:16]=[CH:17][C:18]([NH:20][C:21]3[CH:26]=[CH:25][C:24]([F:27])=[CH:23][C:22]=3[F:28])=[CH:19][C:2]=2[Cl:1])[CH:7]=1)[CH2:30][CH2:31][CH3:32], predict the reactants needed to synthesize it. The reactants are: [Cl:1][C:2]1[CH:19]=[C:18]([NH:20][C:21]2[CH:26]=[CH:25][C:24]([F:27])=[CH:23][C:22]=2[F:28])[CH:17]=[CH:16][C:3]=1[C:4]([C:6]1[CH:7]=[C:8]([CH:12]=[CH:13][C:14]=1[CH3:15])[C:9]([OH:11])=O)=[O:5].[CH2:29]([O:33][NH2:34])[CH2:30][CH2:31][CH3:32]. (4) The reactants are: C([O:3][C:4](=[O:25])[CH2:5][N:6]1[CH2:11][CH2:10][CH:9]([O:12][C:13]2[CH:14]=[C:15]3[C:20](=[CH:21][C:22]=2[Cl:23])[C:19](=[O:24])[NH:18][CH:17]=[CH:16]3)[CH2:8][CH2:7]1)C.[OH-].[Na+]. Given the product [Cl:23][C:22]1[CH:21]=[C:20]2[C:15]([CH:16]=[CH:17][NH:18][C:19]2=[O:24])=[CH:14][C:13]=1[O:12][CH:9]1[CH2:8][CH2:7][N:6]([CH2:5][C:4]([OH:25])=[O:3])[CH2:11][CH2:10]1, predict the reactants needed to synthesize it. (5) The reactants are: [Cl:1][C:2]1[CH:10]=[C:9]2[C:5]([C:6]([C:11]([N:13]3[CH2:18][CH2:17][C:16]4([C:22]5[CH:23]=[CH:24][C:25]([F:27])=[CH:26][C:21]=5[C:20](=[O:28])[O:19]4)[CH2:15][CH2:14]3)=[O:12])=[CH:7][NH:8]2)=[CH:4][CH:3]=1.Cl[CH2:30][C:31]([C:33]1[CH:38]=[CH:37][CH:36]=[C:35]([F:39])[CH:34]=1)=[O:32]. Given the product [Cl:1][C:2]1[CH:10]=[C:9]2[C:5]([C:6]([C:11]([N:13]3[CH2:18][CH2:17][C:16]4([C:22]5[CH:23]=[CH:24][C:25]([F:27])=[CH:26][C:21]=5[C:20](=[O:28])[O:19]4)[CH2:15][CH2:14]3)=[O:12])=[CH:7][N:8]2[CH2:30][C:31]([C:33]2[CH:38]=[CH:37][CH:36]=[C:35]([F:39])[CH:34]=2)=[O:32])=[CH:4][CH:3]=1, predict the reactants needed to synthesize it. (6) Given the product [Cl:34][C:9]1[CH:10]=[C:5]([C:1]([CH3:2])([CH3:3])[CH3:4])[N:6]=[CH:7][C:8]=1[C:23]1[NH:20][C:15]2[CH:16]=[CH:17][CH:18]=[CH:19][C:14]=2[N:21]=1, predict the reactants needed to synthesize it. The reactants are: [C:1]([C:5]1[C:10](Cl)=[C:9](C#N)[CH:8]=[CH:7][N:6]=1)([CH3:4])([CH3:3])[CH3:2].[C:14]1([NH2:21])[CH:19]=[CH:18][CH:17]=[CH:16][C:15]=1[NH2:20].O.[C:23]1(C)C=CC(S(O)(=O)=O)=CC=1.[ClH:34]. (7) Given the product [Br:1][C:2]1[C:10]2[S:9][C:8]([C:11]([OH:13])=[O:12])=[CH:7][C:6]=2[C:5]([F:16])=[CH:4][CH:3]=1, predict the reactants needed to synthesize it. The reactants are: [Br:1][C:2]1[C:10]2[S:9][C:8]([C:11]([O:13]CC)=[O:12])=[CH:7][C:6]=2[C:5]([F:16])=[CH:4][CH:3]=1.Cl. (8) The reactants are: [N:1]1[CH:6]=[CH:5][C:4]([C:7]2[CH:15]=[CH:14][CH:13]=[C:12]3[C:8]=2[CH2:9][C:10](=[O:16])[NH:11]3)=[CH:3][CH:2]=1.[CH3:17][C:18]1[C:22]([C:23]([N:25]2[CH2:30][CH2:29][N:28]([CH3:31])[CH2:27][CH2:26]2)=[O:24])=[C:21]([CH3:32])[NH:20][C:19]=1[CH:33]=O.N1CCCCC1. Given the product [CH3:17][C:18]1[C:22]([C:23]([N:25]2[CH2:26][CH2:27][N:28]([CH3:31])[CH2:29][CH2:30]2)=[O:24])=[C:21]([CH3:32])[NH:20][C:19]=1[CH:33]=[C:9]1[C:8]2[C:12](=[CH:13][CH:14]=[CH:15][C:7]=2[C:4]2[CH:5]=[CH:6][N:1]=[CH:2][CH:3]=2)[NH:11][C:10]1=[O:16], predict the reactants needed to synthesize it. (9) Given the product [CH2:32]([N:20]1[CH:21]=[C:22]([C:24]2[CH:29]=[CH:28][C:27]([Cl:30])=[CH:26][C:25]=2[Cl:31])[N:23]=[C:19]1[C@@H:18]([NH:36][C:47]([NH:46][C:42]1[CH:43]=[CH:44][CH:45]=[C:40]([O:39][CH3:38])[CH:41]=1)=[O:48])[CH2:17][C:14]1[CH:15]=[CH:16][C:11]([O:10][C:7]2[CH:8]=[CH:9][C:4]([C:3]([OH:37])=[O:2])=[CH:5][CH:6]=2)=[CH:12][CH:13]=1)[CH2:33][CH2:34][CH3:35], predict the reactants needed to synthesize it. The reactants are: C[O:2][C:3](=[O:37])[C:4]1[CH:9]=[CH:8][C:7]([O:10][C:11]2[CH:16]=[CH:15][C:14]([CH2:17][C@H:18]([NH2:36])[C:19]3[N:20]([CH2:32][CH2:33][CH2:34][CH3:35])[CH:21]=[C:22]([C:24]4[CH:29]=[CH:28][C:27]([Cl:30])=[CH:26][C:25]=4[Cl:31])[N:23]=3)=[CH:13][CH:12]=2)=[CH:6][CH:5]=1.[CH3:38][O:39][C:40]1[CH:41]=[C:42]([N:46]=[C:47]=[O:48])[CH:43]=[CH:44][CH:45]=1.NC(N)=O. (10) The reactants are: [NH2:1][C:2]1[CH:3]=[C:4]2[C:20](=[O:21])[NH:19][N:18]=[CH:17][C:6]3=[C:7]([C:11]4[CH:16]=[CH:15][CH:14]=[CH:13][CH:12]=4)[NH:8][C:9]([CH:10]=1)=[C:5]23.[C:22]([O:26][C:27]([N:29]1[CH2:34][CH2:33][CH:32]([C:35](O)=[O:36])[CH2:31][CH2:30]1)=[O:28])([CH3:25])([CH3:24])[CH3:23].C(N(CC)CC)C.F[P-](F)(F)(F)(F)F.N1(OC(N(C)C)=[N+](C)C)C2N=CC=CC=2N=N1. Given the product [C:22]([O:26][C:27]([N:29]1[CH2:34][CH2:33][CH:32]([C:35](=[O:36])[NH:1][C:2]2[CH:3]=[C:4]3[C:20](=[O:21])[NH:19][N:18]=[CH:17][C:6]4=[C:7]([C:11]5[CH:12]=[CH:13][CH:14]=[CH:15][CH:16]=5)[NH:8][C:9]([CH:10]=2)=[C:5]34)[CH2:31][CH2:30]1)=[O:28])([CH3:25])([CH3:24])[CH3:23], predict the reactants needed to synthesize it.